From a dataset of NCI-60 drug combinations with 297,098 pairs across 59 cell lines. Regression. Given two drug SMILES strings and cell line genomic features, predict the synergy score measuring deviation from expected non-interaction effect. (1) Drug 1: CN1C(=O)N2C=NC(=C2N=N1)C(=O)N. Drug 2: CC=C1C(=O)NC(C(=O)OC2CC(=O)NC(C(=O)NC(CSSCCC=C2)C(=O)N1)C(C)C)C(C)C. Cell line: SF-295. Synergy scores: CSS=22.6, Synergy_ZIP=-7.10, Synergy_Bliss=-8.47, Synergy_Loewe=-87.1, Synergy_HSA=-7.90. (2) Drug 1: C1CC(C1)(C(=O)O)C(=O)O.[NH2-].[NH2-].[Pt+2]. Drug 2: CC12CCC3C(C1CCC2O)C(CC4=C3C=CC(=C4)O)CCCCCCCCCS(=O)CCCC(C(F)(F)F)(F)F. Cell line: U251. Synergy scores: CSS=2.35, Synergy_ZIP=-2.19, Synergy_Bliss=-0.605, Synergy_Loewe=-10.7, Synergy_HSA=-4.30.